From a dataset of Reaction yield outcomes from USPTO patents with 853,638 reactions. Predict the reaction yield, written as a fraction of the theoretical maximum amount of product (1.0 means a 100% yield; for example, 0.34 means a 34% yield). The reactants are Br[CH2:2][C:3]1[CH:11]=[CH:10][C:6]([C:7]([OH:9])=[O:8])=[CH:5][C:4]=1[N+:12]([O-:14])=[O:13].[NH3:15]. The yield is 0.680. The product is [NH2:15][CH2:2][C:3]1[CH:11]=[CH:10][C:6]([C:7]([OH:9])=[O:8])=[CH:5][C:4]=1[N+:12]([O-:14])=[O:13]. The catalyst is CCO.